This data is from Reaction yield outcomes from USPTO patents with 853,638 reactions. The task is: Predict the reaction yield, written as a fraction of the theoretical maximum amount of product (1.0 means a 100% yield; for example, 0.34 means a 34% yield). (1) The reactants are [CH3:1][C:2]1[C:3]([C:11]2[S:15][C:14]([C:16]([OH:18])=O)=[CH:13][CH:12]=2)=[N:4][O:5][C:6]=1[C:7]([F:10])([F:9])[F:8].[OH:19][C:20]1([C:26]([F:29])([F:28])[F:27])[CH2:25][CH2:24][NH:23][CH2:22][CH2:21]1.C1COCC1.N1CCCCC1. The catalyst is C(N(CC)CC)C. The product is [OH:19][C:20]1([C:26]([F:29])([F:27])[F:28])[CH2:25][CH2:24][N:23]([C:16]([C:14]2[S:15][C:11]([C:3]3[C:2]([CH3:1])=[C:6]([C:7]([F:8])([F:9])[F:10])[O:5][N:4]=3)=[CH:12][CH:13]=2)=[O:18])[CH2:22][CH2:21]1. The yield is 0.490. (2) The reactants are [Si]([O:8][C@H:9]1[C@H:15]2[CH2:16][N:11]([C:12]3[CH:30]=[CH:29][C:28]([C:31]4[CH:36]=[CH:35][CH:34]=[C:33]([C:37]([F:40])([F:39])[F:38])[CH:32]=4)=[N:27][C:13]=3[N:14]2[C:17]([NH:19][C:20]2[S:21][C:22]([CH3:26])=[C:23]([CH3:25])[N:24]=2)=[O:18])[CH2:10]1)(C(C)(C)C)(C)C.CCCC[N+](CCCC)(CCCC)CCCC.[F-].C1COCC1.O.CCOC(C)=O. The catalyst is C1COCC1. The product is [CH3:25][C:23]1[N:24]=[C:20]([NH:19][C:17]([N:14]2[C@@H:15]3[CH2:16][N:11]([CH2:10][C@H:9]3[OH:8])[C:12]3[CH:30]=[CH:29][C:28]([C:31]4[CH:36]=[CH:35][CH:34]=[C:33]([C:37]([F:40])([F:39])[F:38])[CH:32]=4)=[N:27][C:13]2=3)=[O:18])[S:21][C:22]=1[CH3:26]. The yield is 0.500. (3) The reactants are C(OC(=O)[NH:7][CH:8]([C:13](=[O:33])[NH:14][C:15]1[CH:20]=[CH:19][C:18]([C:21]2[CH:26]=[C:25]([C:27]3[O:28][CH:29]=[CH:30][N:31]=3)[CH:24]=[CH:23][C:22]=2[CH3:32])=[CH:17][CH:16]=1)[CH2:9][CH:10]([CH3:12])[CH3:11])(C)(C)C.FC(F)(F)C(O)=O.C(Cl)Cl.CO. The catalyst is C(Cl)Cl. The product is [CH3:32][C:22]1[CH:23]=[CH:24][C:25]([C:27]2[O:28][CH:29]=[CH:30][N:31]=2)=[CH:26][C:21]=1[C:18]1[CH:17]=[CH:16][C:15]([NH:14][C:13](=[O:33])[CH:8]([NH2:7])[CH2:9][CH:10]([CH3:12])[CH3:11])=[CH:20][CH:19]=1. The yield is 0.210. (4) The reactants are Cl.[F:2][C:3]1[C:4]([CH:10]([NH2:12])[CH3:11])=[N:5][CH:6]=[C:7]([F:9])[CH:8]=1.Cl[C:14]1[N:15]=[C:16]([NH:33][C:34]2[N:35]=[CH:36][N:37]([CH3:39])[CH:38]=2)[C:17]2[CH:22]=[CH:21][N:20]([S:23]([C:26]3[CH:31]=[CH:30][C:29]([CH3:32])=[CH:28][CH:27]=3)(=[O:25])=[O:24])[C:18]=2[N:19]=1.CCN(C(C)C)C(C)C. The catalyst is CCCCO. The product is [F:2][C:3]1[C:4]([CH:10]([NH:12][C:14]2[N:15]=[C:16]([NH:33][C:34]3[N:35]=[CH:36][N:37]([CH3:39])[CH:38]=3)[C:17]3[CH:22]=[CH:21][N:20]([S:23]([C:26]4[CH:31]=[CH:30][C:29]([CH3:32])=[CH:28][CH:27]=4)(=[O:25])=[O:24])[C:18]=3[N:19]=2)[CH3:11])=[N:5][CH:6]=[C:7]([F:9])[CH:8]=1. The yield is 0.530. (5) The reactants are C(OC(=O)[NH:7][C@H:8]([C:11]1[CH:16]=[CH:15][CH:14]=[C:13]([Cl:17])[CH:12]=1)[CH:9]=[CH2:10])(C)(C)C.Cl. The catalyst is CO.O1CCOCC1. The product is [Cl:17][C:13]1[CH:12]=[C:11]([C@@H:8]([NH2:7])[CH:9]=[CH2:10])[CH:16]=[CH:15][CH:14]=1. The yield is 0.940. (6) The reactants are NC1C=CC=C(C)C=1C(O)=O.[NH2:12][C:13]1[CH:28]=[CH:27][CH:26]=[C:25]([CH3:29])[C:14]=1[C:15]([NH:17][C:18]1[CH:23]=[CH:22][CH:21]=[CH:20][C:19]=1[CH3:24])=[O:16].[Cl:30][CH2:31][C:32](Cl)=O. The catalyst is CC(O)=O.O. The product is [Cl:30][CH2:31][C:32]1[N:17]([C:18]2[CH:23]=[CH:22][CH:21]=[CH:20][C:19]=2[CH3:24])[C:15](=[O:16])[C:14]2[C:13](=[CH:28][CH:27]=[CH:26][C:25]=2[CH3:29])[N:12]=1. The yield is 0.260. (7) The reactants are [Br:1][C:2]1[C:14]2[C:13]3[CH2:12][CH2:11][N:10]([C:15](=[O:36])[CH:16]([N:23]4[CH2:28][CH2:27][N:26](C(OC(C)(C)C)=O)[CH2:25][CH2:24]4)[C:17]4[CH:22]=[CH:21][CH:20]=[CH:19][CH:18]=4)[CH2:9][C:8]=3[CH:7]=[N:6][C:5]=2[NH:4][N:3]=1.[ClH:37]. The catalyst is ClCCl.O1CCOCC1. The product is [Cl-:37].[Br:1][C:2]1[C:14]2[C:13]3[CH2:12][CH2:11][N:10]([C:15](=[O:36])[CH:16]([N:23]4[CH2:24][CH2:25][NH2+:26][CH2:27][CH2:28]4)[C:17]4[CH:18]=[CH:19][CH:20]=[CH:21][CH:22]=4)[CH2:9][C:8]=3[CH:7]=[N:6][C:5]=2[NH:4][N:3]=1. The yield is 0.710. (8) The reactants are [F:1][C:2]1[CH:7]=[CH:6][CH:5]=[CH:4][C:3]=1[C:8]1[N:13]=[C:12]([CH3:14])[C:11]([CH:15]([CH2:20][CH2:21][CH3:22])[C:16]([O:18]C)=[O:17])=[C:10]([C:23]2[CH:28]=[CH:27][C:26]([CH3:29])=[CH:25][CH:24]=2)[N:9]=1.[OH-].[Na+]. The catalyst is CO. The product is [F:1][C:2]1[CH:7]=[CH:6][CH:5]=[CH:4][C:3]=1[C:8]1[N:13]=[C:12]([CH3:14])[C:11]([CH:15]([CH2:20][CH2:21][CH3:22])[C:16]([OH:18])=[O:17])=[C:10]([C:23]2[CH:24]=[CH:25][C:26]([CH3:29])=[CH:27][CH:28]=2)[N:9]=1. The yield is 0.0900. (9) The product is [OH:3][NH:2][C:11](=[NH:12])[C:10]1[CH:13]=[CH:14][CH:15]=[C:8]([O:4][CH3:16])[CH:9]=1. The yield is 0.520. No catalyst specified. The reactants are Cl.[NH2:2][OH:3].[OH-:4].[Na+].CO[C:8]1[CH:9]=[C:10]([CH:13]=[CH:14][CH:15]=1)[C:11]#[N:12].[CH2:16](O)C. (10) The reactants are C[O:2][C:3](=[O:15])[CH2:4][CH2:5][C:6]1[CH:11]=[C:10]([Br:12])[C:9]([OH:13])=[C:8]([Br:14])[CH:7]=1.C(=O)([O-])[O-].[K+].[K+].C([N:29]1[C:37]2[C:32](=[CH:33][CH:34]=[CH:35][CH:36]=2)[C:31]([CH2:38][CH2:39]Br)=[CH:30]1)(OC(C)(C)C)=O. The catalyst is C(#N)C. The product is [Br:14][C:8]1[CH:7]=[C:6]([CH2:5][CH2:4][C:3]([OH:2])=[O:15])[CH:11]=[C:10]([Br:12])[C:9]=1[O:13][CH2:39][CH2:38][C:31]1[C:32]2[C:37](=[CH:36][CH:35]=[CH:34][CH:33]=2)[NH:29][CH:30]=1. The yield is 0.700.